From a dataset of Forward reaction prediction with 1.9M reactions from USPTO patents (1976-2016). Predict the product of the given reaction. (1) Given the reactants [NH2:1][C:2]1[N:6]([C@@H:7]2[CH2:12][CH2:11][CH2:10][NH:9][CH2:8]2)[N:5]=[C:4]([C:13]2[CH:18]=[CH:17][C:16]([O:19][C:20]3[CH:25]=[CH:24][C:23]([Cl:26])=[CH:22][CH:21]=3)=[CH:15][CH:14]=2)[C:3]=1[C:27]([NH2:29])=[O:28].C(N(CC)C(C)C)(C)C.[F:39][C:40](=[CH2:44])[C:41](O)=[O:42], predict the reaction product. The product is: [NH2:1][C:2]1[N:6]([C@@H:7]2[CH2:12][CH2:11][CH2:10][N:9]([C:41](=[O:42])[C:40]([F:39])=[CH2:44])[CH2:8]2)[N:5]=[C:4]([C:13]2[CH:14]=[CH:15][C:16]([O:19][C:20]3[CH:25]=[CH:24][C:23]([Cl:26])=[CH:22][CH:21]=3)=[CH:17][CH:18]=2)[C:3]=1[C:27]([NH2:29])=[O:28]. (2) Given the reactants [OH:1][C:2]1[CH:7]=[CH:6][C:5]2[C:8]3([CH2:24][O:25][C:4]=2[CH:3]=1)[C:16]1[C:11](=[CH:12][CH:13]=[CH:14][CH:15]=1)[N:10]([CH2:17][C@H:18]1[CH2:22][CH2:21][CH2:20][O:19]1)[C:9]3=[O:23].C(=O)([O-])[O-].[K+].[K+].Br[CH2:33][C:34]([O:36][CH3:37])=[O:35], predict the reaction product. The product is: [CH3:37][O:36][C:34](=[O:35])[CH2:33][O:1][C:2]1[CH:7]=[CH:6][C:5]2[C:8]3([CH2:24][O:25][C:4]=2[CH:3]=1)[C:16]1[C:11](=[CH:12][CH:13]=[CH:14][CH:15]=1)[N:10]([CH2:17][C@H:18]1[CH2:22][CH2:21][CH2:20][O:19]1)[C:9]3=[O:23]. (3) Given the reactants [C:1]([O:4][C:5]1[CH:6]=[C:7]([CH:15]=[CH:16][CH:17]=1)[C:8]([NH:10][CH2:11][C:12]([OH:14])=O)=[O:9])(=[O:3])[CH3:2].[N+:18]([C:21]1[CH:26]=[CH:25][C:24]([N:27]2[CH2:32][CH2:31][NH:30][CH2:29][CH2:28]2)=[CH:23][CH:22]=1)([O-:20])=[O:19].C1CN([P+](ON2N=NC3C=CC=CC2=3)(N2CCCC2)N2CCCC2)CC1.F[P-](F)(F)(F)(F)F.C(N(C(C)C)C(C)C)C, predict the reaction product. The product is: [N+:18]([C:21]1[CH:22]=[CH:23][C:24]([N:27]2[CH2:32][CH2:31][N:30]([C:12](=[O:14])[CH2:11][NH:10][C:8]([C:7]3[CH:6]=[C:5]([O:4][C:1](=[O:3])[CH3:2])[CH:17]=[CH:16][CH:15]=3)=[O:9])[CH2:29][CH2:28]2)=[CH:25][CH:26]=1)([O-:20])=[O:19]. (4) Given the reactants [CH2:1]([O:3][C:4]1[CH:9]=[C:8]([O:10][CH2:11][C:12]2[CH:17]=[CH:16][C:15]([O:18][CH3:19])=[CH:14][CH:13]=2)[N:7]=[CH:6][C:5]=1[C:20]1[CH:25]=[CH:24][C:23]([CH2:26][C:27]([OH:29])=O)=[C:22]([F:30])[CH:21]=1)[CH3:2].[NH2:31][C:32]1[CH:33]=[C:34]([C:43]([F:46])([F:45])[F:44])[C:35]([C:38]([CH3:42])([CH3:41])[CH2:39][OH:40])=[N:36][CH:37]=1.CN(C(ON1N=NC2C=CC=NC1=2)=[N+](C)C)C.F[P-](F)(F)(F)(F)F.CCN(C(C)C)C(C)C, predict the reaction product. The product is: [CH2:1]([O:3][C:4]1[CH:9]=[C:8]([O:10][CH2:11][C:12]2[CH:17]=[CH:16][C:15]([O:18][CH3:19])=[CH:14][CH:13]=2)[N:7]=[CH:6][C:5]=1[C:20]1[CH:25]=[CH:24][C:23]([CH2:26][C:27]([NH:31][C:32]2[CH:37]=[N:36][C:35]([C:38]([CH3:42])([CH3:41])[CH2:39][OH:40])=[C:34]([C:43]([F:46])([F:44])[F:45])[CH:33]=2)=[O:29])=[C:22]([F:30])[CH:21]=1)[CH3:2]. (5) Given the reactants COC1C=CC(C[O:8][C:9]2[CH:10]=[C:11]3[C:16](=[CH:17][C:18]=2[O:19][CH3:20])[N:15]=[N:14][CH:13]=[C:12]3[C:21]2[CH:22]=[C:23]([CH3:37])[C:24]([N:27]3[CH2:32][CH2:31][CH:30]([C:33]([OH:36])([CH3:35])[CH3:34])[CH2:29][CH2:28]3)=[N:25][CH:26]=2)=CC=1.O.C(C1C(=O)C(Cl)=C(Cl)C(=O)C=1C#N)#N, predict the reaction product. The product is: [OH:36][C:33]([CH:30]1[CH2:31][CH2:32][N:27]([C:24]2[N:25]=[CH:26][C:21]([C:12]3[C:11]4[C:16](=[CH:17][C:18]([O:19][CH3:20])=[C:9]([OH:8])[CH:10]=4)[N:15]=[N:14][CH:13]=3)=[CH:22][C:23]=2[CH3:37])[CH2:28][CH2:29]1)([CH3:34])[CH3:35]. (6) The product is: [Cl:28][C:29]1[CH:34]=[CH:33][C:32]([S:35]([NH:8][C:5]2[CH:6]=[CH:7][C:2]([CH3:1])=[C:3]([NH:9][C:10]3[C:15]([C:16]4[CH:21]=[CH:20][N:19]=[CH:18][N:17]=4)=[CH:14][CH:13]=[CH:12][N:11]=3)[CH:4]=2)(=[O:37])=[O:36])=[CH:31][CH:30]=1. Given the reactants [CH3:1][C:2]1[CH:7]=[CH:6][C:5]([NH2:8])=[CH:4][C:3]=1[NH:9][C:10]1[C:15]([C:16]2[CH:21]=[CH:20][N:19]=[CH:18][N:17]=2)=[CH:14][CH:13]=[CH:12][N:11]=1.N1C=CC=CC=1.[Cl:28][C:29]1[CH:34]=[CH:33][C:32]([S:35](Cl)(=[O:37])=[O:36])=[CH:31][CH:30]=1, predict the reaction product.